Dataset: Catalyst prediction with 721,799 reactions and 888 catalyst types from USPTO. Task: Predict which catalyst facilitates the given reaction. Reactant: Cl.CN(C)CCCN=C=NCC.OC1C=CC=C[N+]=1[O-].[Cl:21][C:22]1[CH:23]=[C:24]([N:39]2[CH:43]=[N:42][C:41]([C:44]([OH:46])=O)=[N:40]2)[CH:25]=[C:26]([Cl:38])[C:27]=1[O:28][CH2:29][C:30]1[CH:35]=[CH:34][C:33]([O:36][CH3:37])=[CH:32][CH:31]=1.[O:47]([C:54]1[CH:62]=[CH:61][C:57]([CH2:58][NH:59][OH:60])=[CH:56][CH:55]=1)[C:48]1[CH:53]=[CH:52][CH:51]=[CH:50][CH:49]=1. Product: [Cl:21][C:22]1[CH:23]=[C:24]([N:39]2[CH:43]=[N:42][C:41]([C:44]([N:59]([OH:60])[CH2:58][C:57]3[CH:56]=[CH:55][C:54]([O:47][C:48]4[CH:53]=[CH:52][CH:51]=[CH:50][CH:49]=4)=[CH:62][CH:61]=3)=[O:46])=[N:40]2)[CH:25]=[C:26]([Cl:38])[C:27]=1[O:28][CH2:29][C:30]1[CH:31]=[CH:32][C:33]([O:36][CH3:37])=[CH:34][CH:35]=1. The catalyst class is: 17.